Task: Predict the reaction yield, written as a fraction of the theoretical maximum amount of product (1.0 means a 100% yield; for example, 0.34 means a 34% yield).. Dataset: Reaction yield outcomes from USPTO patents with 853,638 reactions The reactants are [N:1]1([C:5](=[O:14])[CH2:6][C:7]2[CH:12]=[CH:11][C:10](Br)=[CH:9][CH:8]=2)[CH2:4][CH2:3][CH2:2]1.[CH3:15][C:16]1([CH3:30])[CH2:21][O:20][B:19]([B:19]2[O:20][CH2:21][C:16]([CH3:30])([CH3:15])[CH2:17][O:18]2)[O:18][CH2:17]1.CC([O-])=O.[K+].Cl. The catalyst is O1CCOCC1.C1C=CC(P(C2C=CC=CC=2)[C-]2C=CC=C2)=CC=1.C1C=CC(P(C2C=CC=CC=2)[C-]2C=CC=C2)=CC=1.Cl[Pd]Cl.[Fe+2]. The product is [N:1]1([C:5](=[O:14])[CH2:6][C:7]2[CH:12]=[CH:11][C:10]([B:19]3[O:20][CH2:21][C:16]([CH3:30])([CH3:15])[CH2:17][O:18]3)=[CH:9][CH:8]=2)[CH2:4][CH2:3][CH2:2]1. The yield is 1.00.